This data is from Forward reaction prediction with 1.9M reactions from USPTO patents (1976-2016). The task is: Predict the product of the given reaction. (1) Given the reactants [NH:1]1[C:5]2[CH:6]=[CH:7][C:8]([C:10]([OH:12])=[O:11])=[CH:9][C:4]=2[N:3]=[CH:2]1.[O:13]1[CH:18]=[CH:17][CH2:16][CH2:15][CH2:14]1.C12(CS(O)(=O)=O)C(C)(C)C(CC1)CC2=O, predict the reaction product. The product is: [O:13]1[CH2:18][CH2:17][CH2:16][CH2:15][CH:14]1[N:1]1[C:5]2[CH:6]=[CH:7][C:8]([C:10]([OH:12])=[O:11])=[CH:9][C:4]=2[N:3]=[CH:2]1. (2) Given the reactants [Cl:1][C:2]1[CH:3]=[CH:4][C:5]([C:23]#[N:24])=[C:6]([C:8]2[C:13]([O:14][CH3:15])=[CH:12][N:11]([CH:16]([CH2:20][CH3:21])[C:17]([OH:19])=O)[C:10](=[O:22])[CH:9]=2)[CH:7]=1.[O:25]1[CH:29]=[CH:28][N:27]=[C:26]1[C:30]1[CH:36]=[CH:35][C:33]([NH2:34])=[CH:32][CH:31]=1, predict the reaction product. The product is: [Cl:1][C:2]1[CH:3]=[CH:4][C:5]([C:23]#[N:24])=[C:6]([C:8]2[C:13]([O:14][CH3:15])=[CH:12][N:11]([CH:16]([CH2:20][CH3:21])[C:17]([NH:34][C:33]3[CH:32]=[CH:31][C:30]([C:26]4[O:25][CH:29]=[CH:28][N:27]=4)=[CH:36][CH:35]=3)=[O:19])[C:10](=[O:22])[CH:9]=2)[CH:7]=1. (3) Given the reactants [F:1][C:2]1[CH:7]=[CH:6][C:5]([N:8]2[CH2:17][CH2:16][C:15]3[C:10](=[CH:11][CH:12]=[C:13]([OH:18])[CH:14]=3)[CH:9]2[CH2:19][C:20]2[CH:25]=[CH:24][C:23]([O:26][CH2:27][CH2:28][CH:29]3[CH2:34][CH2:33][CH2:32][CH2:31][NH:30]3)=[CH:22][CH:21]=2)=[CH:4][CH:3]=1.[H-].[Na+].Br[CH2:38][C:39]([NH2:41])=[O:40], predict the reaction product. The product is: [F:1][C:2]1[CH:7]=[CH:6][C:5]([N:8]2[CH2:17][CH2:16][C:15]3[C:10](=[CH:11][CH:12]=[C:13]([O:18][CH2:38][C:39]([NH2:41])=[O:40])[CH:14]=3)[CH:9]2[CH2:19][C:20]2[CH:25]=[CH:24][C:23]([O:26][CH2:27][CH2:28][CH:29]3[CH2:34][CH2:33][CH2:32][CH2:31][NH:30]3)=[CH:22][CH:21]=2)=[CH:4][CH:3]=1. (4) Given the reactants [C:1]([NH:3][C:4](=[N:12][C:13]1[CH:18]=[CH:17][C:16]([O:19][CH:20]([F:22])[F:21])=[C:15]([O:23][CH:24]([CH3:26])[CH3:25])[CH:14]=1)OC1C=CC=CC=1)#[N:2].[NH:27]([C:29]1[CH:34]=[CH:33][CH:32]=[CH:31][N:30]=1)[NH2:28], predict the reaction product. The product is: [F:22][CH:20]([F:21])[O:19][C:16]1[CH:17]=[CH:18][C:13]([NH:12][C:4]2[N:3]=[C:1]([NH2:2])[N:27]([C:29]3[CH:34]=[CH:33][CH:32]=[CH:31][N:30]=3)[N:28]=2)=[CH:14][C:15]=1[O:23][CH:24]([CH3:25])[CH3:26]. (5) Given the reactants [CH3:1][S:2]([CH:5]=[CH2:6])(=[O:4])=[O:3].N1CCCN2CCCCCC=12.[N+:18]([CH:21]([CH3:23])[CH3:22])([O-:20])=[O:19], predict the reaction product. The product is: [CH3:22][C:21]([N+:18]([O-:20])=[O:19])([CH3:23])[CH2:6][CH2:5][S:2]([CH3:1])(=[O:4])=[O:3]. (6) Given the reactants C=O.[BH3-][C:4]#[N:5].[Na+].[Cl:7][C:8]1[CH:9]=[C:10]([CH2:15][C:16]([N:18]2[CH:27]3[CH:22]([CH2:23][CH2:24][CH2:25][CH:26]3[N:28]3[CH2:32][CH2:31][CH2:30][CH2:29]3)N[CH2:20][CH2:19]2)=[O:17])[CH:11]=[CH:12][C:13]=1[Cl:14].C([O-])([O-])=O.[Na+].[Na+], predict the reaction product. The product is: [Cl:7][C:8]1[CH:9]=[C:10]([CH2:15][C:16]([N:18]2[CH:27]3[CH:22]([CH2:23][CH2:24][CH2:25][CH:26]3[N:28]3[CH2:32][CH2:31][CH2:30][CH2:29]3)[N:5]([CH3:4])[CH2:20][CH2:19]2)=[O:17])[CH:11]=[CH:12][C:13]=1[Cl:14].